Task: Predict the reaction yield, written as a fraction of the theoretical maximum amount of product (1.0 means a 100% yield; for example, 0.34 means a 34% yield).. Dataset: Reaction yield outcomes from USPTO patents with 853,638 reactions (1) The reactants are [OH:1][CH2:2][C@@H:3]1[CH2:5][C@H:4]1[C:6]#[C:7][C:8]#[C:9][C:10]1[CH:18]=[CH:17][C:13]([C:14]([OH:16])=O)=[CH:12][CH:11]=1.CN(C([O:26]N1N=NC2C=CC=NC1=2)=[N+](C)C)C.F[P-](F)(F)(F)(F)F.[CH3:43][O:44][C:45](=[O:59])[C@@H:46]([NH2:58])[C:47]([NH:50][C:51]([O:53][C:54]([CH3:57])([CH3:56])[CH3:55])=[O:52])([CH3:49])[CH3:48].CCN([CH:66]([CH3:68])C)C(C)C. The catalyst is CN(C=O)C.CCOC(C)=O. The product is [CH3:43][O:44][C:45](=[O:59])[C@@H:46]([NH:58][C:14](=[O:16])[C:13]1[CH:12]=[CH:11][C:10]([C:9]#[C:8][C:7]#[C:6][C@@H:4]2[CH2:5][C@H:3]2[CH2:2][O:1][C:66](=[O:26])[CH3:68])=[CH:18][CH:17]=1)[C:47]([NH:50][C:51]([O:53][C:54]([CH3:57])([CH3:56])[CH3:55])=[O:52])([CH3:49])[CH3:48]. The yield is 0.700. (2) The reactants are [NH2:1][CH2:2][C:3]1[CH:4]=[C:5]([C:9]2[CH:10]=[C:11]3[C:16]([NH:17][C@H:18]([CH3:23])[C:19]([F:22])([CH3:21])[CH3:20])=[C:15]([C:24]([NH2:26])=[O:25])[CH:14]=[N:13][N:12]3[CH:27]=2)[CH:6]=[CH:7][CH:8]=1.[C:28]([N:35]1[CH:39]=[CH:38]N=C1)(N1C=CN=C1)=[O:29].[CH3:40]CN(CC)CC.C1(N)CC1. The catalyst is C(Cl)CCl. The product is [CH:39]1([NH:35][C:28]([NH:1][CH2:2][C:3]2[CH:4]=[C:5]([C:9]3[CH:10]=[C:11]4[C:16]([NH:17][C@H:18]([CH3:23])[C:19]([F:22])([CH3:21])[CH3:20])=[C:15]([C:24]([NH2:26])=[O:25])[CH:14]=[N:13][N:12]4[CH:27]=3)[CH:6]=[CH:7][CH:8]=2)=[O:29])[CH2:38][CH2:40]1. The yield is 0.610.